This data is from Forward reaction prediction with 1.9M reactions from USPTO patents (1976-2016). The task is: Predict the product of the given reaction. (1) Given the reactants [CH3:1][CH:2]1[CH2:7][CH2:6][C:5](=[N:8]O)[CH2:4][CH2:3]1.[OH:10]S(O)(=O)=O, predict the reaction product. The product is: [CH3:1][CH:2]1[CH2:7][CH2:6][NH:8][C:5](=[O:10])[CH2:4][CH2:3]1. (2) Given the reactants [NH:1]1[C:5]2=[N:6][CH:7]=[CH:8][CH:9]=[C:4]2[CH:3]=[C:2]1[C:10]1[N:11](CC(O)=O)[CH:12]=[CH:13][CH:14]=1.F[P-](F)(F)(F)(F)F.N1([O:35]C(N(C)C)=[N+](C)C)C2C=CC=CC=2N=N1.C1(N)CC1.C([N:50]([CH:53]([CH3:55])[CH3:54])[CH2:51][CH3:52])(C)C, predict the reaction product. The product is: [NH:1]1[C:5]2=[N:6][CH:7]=[CH:8][CH:9]=[C:4]2[CH:3]=[C:2]1[C:10]1[N:11]([N:50]([CH:53]2[CH2:54][CH2:55]2)[CH2:51][CH:52]=[O:35])[CH:12]=[CH:13][CH:14]=1.